From a dataset of TCR-epitope binding with 47,182 pairs between 192 epitopes and 23,139 TCRs. Binary Classification. Given a T-cell receptor sequence (or CDR3 region) and an epitope sequence, predict whether binding occurs between them. (1) The epitope is RILGAGCFV. The TCR CDR3 sequence is CASSQDKGVAADTQYF. Result: 0 (the TCR does not bind to the epitope). (2) The epitope is IPIQASLPF. The TCR CDR3 sequence is CASSQVMGQTEAFF. Result: 1 (the TCR binds to the epitope).